From a dataset of Experimental lipophilicity measurements (octanol/water distribution) for 4,200 compounds from AstraZeneca. Regression/Classification. Given a drug SMILES string, predict its absorption, distribution, metabolism, or excretion properties. Task type varies by dataset: regression for continuous measurements (e.g., permeability, clearance, half-life) or binary classification for categorical outcomes (e.g., BBB penetration, CYP inhibition). For this dataset (lipophilicity_astrazeneca), we predict Y. (1) The molecule is N#CCNC(=O)c1ccc(-c2ccnc(Nc3ccc(N4CCOCC4)cc3)n2)cc1. The Y is 2.37 logD. (2) The Y is 1.75 logD. The drug is Nc1nccc(-c2cccs2)n1. (3) The drug is COc1ccc(-c2nc(N3CCOCC3)nc(O)c2C#N)cc1. The Y is 0.200 logD.